From a dataset of Forward reaction prediction with 1.9M reactions from USPTO patents (1976-2016). Predict the product of the given reaction. (1) Given the reactants [C:1]([O:5][C:6]([N:8]1[CH2:13][CH2:12][C@@H:11]([CH3:14])[C@H:10](O)[CH2:9]1)=[O:7])([CH3:4])([CH3:3])[CH3:2].[C:16]1(=[O:26])[NH:20][C:19](=[O:21])[C:18]2=[CH:22][CH:23]=[CH:24][CH:25]=[C:17]12.CC(OC(/N=N/C(OC(C)C)=O)=O)C, predict the reaction product. The product is: [C:1]([O:5][C:6]([N:8]1[CH2:13][CH2:12][C@@H:11]([CH3:14])[C@@H:10]([N:20]2[C:16](=[O:26])[C:17]3[C:18](=[CH:22][CH:23]=[CH:24][CH:25]=3)[C:19]2=[O:21])[CH2:9]1)=[O:7])([CH3:4])([CH3:3])[CH3:2]. (2) Given the reactants C[C:2]1[CH:10]=[CH:9][C:5]([C:6]([OH:8])=[O:7])=[C:4]([N:11]([S:13]([C:16]2[CH:21]=[CH:20][C:19](F)=[CH:18][CH:17]=2)(=[O:15])=[O:14])[CH3:12])[C:3]=1[CH3:23].[OH:24][CH2:25][CH2:26][CH2:27][CH2:28][NH:29][C:30]([C:32]1[O:33][C:34]2[CH:40]=[CH:39][CH:38]=[CH:37][C:35]=2[CH:36]=1)=[O:31], predict the reaction product. The product is: [O:33]1[C:34]2[CH:40]=[CH:39][CH:38]=[CH:37][C:35]=2[CH:36]=[C:32]1[C:30]([NH:29][CH2:28][CH2:27][CH2:26][CH2:25][O:24][C:19]1[CH:18]=[CH:17][C:16]([S:13]([N:11]([CH3:12])[C:4]2[C:3]([CH3:23])=[CH:2][CH:10]=[CH:9][C:5]=2[C:6]([OH:8])=[O:7])(=[O:14])=[O:15])=[CH:21][CH:20]=1)=[O:31]. (3) The product is: [C:9]([C:11]1[CH:16]=[CH:15][C:14]([NH:17][C:18](=[O:19])[C:20]([OH:21])([CH3:22])[CH2:23][O:8][C:5]2[CH:6]=[CH:7][C:2]([F:1])=[CH:3][CH:4]=2)=[CH:13][C:12]=1[CH3:24])#[N:10]. Given the reactants [F:1][C:2]1[CH:7]=[CH:6][C:5]([OH:8])=[CH:4][CH:3]=1.[C:9]([C:11]1[CH:16]=[CH:15][C:14]([NH:17][C:18]([C:20]2([CH3:23])[CH2:22][O:21]2)=[O:19])=[CH:13][C:12]=1[CH3:24])#[N:10], predict the reaction product. (4) Given the reactants [NH:1]1[CH:5]=[C:4]([C:6]2[N:11]=[CH:10][C:9]3[CH:12]=[N:13][N:14]([C:15]4[N:20]=[C:19]([N:21]5[CH2:27][CH2:26][CH2:25][N:24]([C:28]([O-:30])=[O:29])[CH2:23][CH2:22]5)[CH:18]=[CH:17][CH:16]=4)[C:8]=3[CH:7]=2)[CH:3]=[N:2]1.Br[CH2:32][CH:33]1[CH2:35][CH2:34]1.C([O-])([O-])=O.[K+].[K+], predict the reaction product. The product is: [CH:35]1([CH2:34][N:1]2[CH:5]=[C:4]([C:6]3[N:11]=[CH:10][C:9]4[CH:12]=[N:13][N:14]([C:15]5[N:20]=[C:19]([N:21]6[CH2:27][CH2:26][CH2:25][N:24]([C:28]([O:30][C:4]([CH3:6])([CH3:5])[CH3:3])=[O:29])[CH2:23][CH2:22]6)[CH:18]=[CH:17][CH:16]=5)[C:8]=4[CH:7]=3)[CH:3]=[N:2]2)[CH2:33][CH2:32]1. (5) Given the reactants [ClH:1].[NH:2]1[CH2:7][CH2:6][C:5](=O)[CH2:4][CH2:3]1.Cl.Cl.[NH:11]([C:13]1[CH:21]=[CH:20][C:16]([C:17]([OH:19])=[O:18])=[CH:15][CH:14]=1)N, predict the reaction product. The product is: [ClH:1].[CH2:3]1[C:4]2[C:21]3[CH:20]=[C:16]([C:17]([OH:19])=[O:18])[CH:15]=[CH:14][C:13]=3[NH:11][C:5]=2[CH2:6][CH2:7][NH:2]1. (6) Given the reactants [OH:1][C:2]1[CH:11]=[CH:10][C:5]([C:6]([O:8][CH3:9])=[O:7])=[CH:4][CH:3]=1.[C:12]([O:16][C:17]([N:19]1[CH2:23][CH2:22][C@@H:21](O)[CH2:20]1)=[O:18])([CH3:15])([CH3:14])[CH3:13].C1(P(C2C=CC=CC=2)C2C=CC=CC=2)C=CC=CC=1.N(C(OCC)=O)=NC(OCC)=O.C(=O)([O-])[O-].[K+].[K+], predict the reaction product. The product is: [C:12]([O:16][C:17]([N:19]1[CH2:23][CH2:22][C@H:21]([O:1][C:2]2[CH:3]=[CH:4][C:5]([C:6]([O:8][CH3:9])=[O:7])=[CH:10][CH:11]=2)[CH2:20]1)=[O:18])([CH3:15])([CH3:13])[CH3:14].